This data is from Reaction yield outcomes from USPTO patents with 853,638 reactions. The task is: Predict the reaction yield, written as a fraction of the theoretical maximum amount of product (1.0 means a 100% yield; for example, 0.34 means a 34% yield). The reactants are Cl.[NH2:2][C@H:3]1[CH2:8][C@@H:7]([OH:9])[C@H:6]([CH3:10])[CH2:5][CH2:4]1.[Cl:11][C:12]1[N:17]=[C:16](Cl)[C:15]([C:19]([NH2:21])=[O:20])=[CH:14][N:13]=1.C([O-])([O-])=O.[K+].[K+].C1COCC1. The catalyst is O. The product is [Cl:11][C:12]1[N:17]=[C:16]([NH:2][C@@H:3]2[CH2:4][CH2:5][C@@H:6]([CH3:10])[C@H:7]([OH:9])[CH2:8]2)[C:15]([C:19]([NH2:21])=[O:20])=[CH:14][N:13]=1. The yield is 0.860.